This data is from Forward reaction prediction with 1.9M reactions from USPTO patents (1976-2016). The task is: Predict the product of the given reaction. Given the reactants Cl[C:2]1[C:11]2[C:6](=[CH:7][CH:8]=[CH:9][CH:10]=2)[CH:5]=[C:4]([NH:12][C:13]2[CH:17]=[CH:16][NH:15][N:14]=2)[N:3]=1.[CH3:18][CH:19]([OH:21])[CH3:20], predict the reaction product. The product is: [CH:19]([O:21][C:2]1[C:11]2[C:6](=[CH:7][CH:8]=[CH:9][CH:10]=2)[CH:5]=[C:4]([NH:12][C:13]2[CH:17]=[CH:16][NH:15][N:14]=2)[N:3]=1)([CH3:20])[CH3:18].